Predict the reaction yield, written as a fraction of the theoretical maximum amount of product (1.0 means a 100% yield; for example, 0.34 means a 34% yield). From a dataset of Reaction yield outcomes from USPTO patents with 853,638 reactions. The reactants are O.O=[CH:3][C:4]([OH:6])=[O:5].[NH2:7][C:8]1[CH:12]=[CH:11][S:10][C:9]=1[C:13]([O:15][CH3:16])=[O:14].[CH3:17][O:18][C:19]1[N:24]=[CH:23][C:22](B(O)O)=[CH:21][CH:20]=1. The catalyst is C(#N)C. The product is [CH3:16][O:15][C:13]([C:9]1[S:10][CH:11]=[CH:12][C:8]=1[NH:7][CH:3]([C:22]1[CH:23]=[N:24][C:19]([O:18][CH3:17])=[CH:20][CH:21]=1)[C:4]([OH:6])=[O:5])=[O:14]. The yield is 1.00.